This data is from Full USPTO retrosynthesis dataset with 1.9M reactions from patents (1976-2016). The task is: Predict the reactants needed to synthesize the given product. Given the product [C:14]([Si:1]([C:8]1[CH:13]=[CH:12][CH:11]=[CH:10][CH:9]=1)([C:2]1[CH:7]=[CH:6][CH:5]=[CH:4][CH:3]=1)[O:18][C:19]1[CH:20]=[C:21]([C:25]([C:27]2[C:35]3[C:30](=[CH:31][CH:32]=[CH:33][CH:34]=3)[N:29]([CH2:39][CH:40]([CH3:42])[CH3:41])[N:28]=2)=[O:26])[CH:22]=[CH:23][CH:24]=1)([CH3:16])([CH3:17])[CH3:15], predict the reactants needed to synthesize it. The reactants are: [Si:1]([O:18][C:19]1[CH:20]=[C:21]([C:25]([C:27]2[C:35]3[C:30](=[CH:31][CH:32]=[CH:33][CH:34]=3)[NH:29][N:28]=2)=[O:26])[CH:22]=[CH:23][CH:24]=1)([C:14]([CH3:17])([CH3:16])[CH3:15])([C:8]1[CH:13]=[CH:12][CH:11]=[CH:10][CH:9]=1)[C:2]1[CH:7]=[CH:6][CH:5]=[CH:4][CH:3]=1.[H-].[Na+].I[CH2:39][CH:40]([CH3:42])[CH3:41].CCCCCC.C(OCC)(=O)C.